This data is from Reaction yield outcomes from USPTO patents with 853,638 reactions. The task is: Predict the reaction yield, written as a fraction of the theoretical maximum amount of product (1.0 means a 100% yield; for example, 0.34 means a 34% yield). (1) The reactants are [F:1][C:2]1[CH:7]=[CH:6][C:5]([F:8])=[CH:4][C:3]=1[C@H:9]1[CH2:13][CH2:12][CH2:11][N:10]1[C:14]1[CH:19]=[CH:18][N:17]2[N:20]=[CH:21][C:22]([NH2:23])=[C:16]2[N:15]=1.[N:24]([C:27]1[CH:32]=[CH:31][CH:30]=[CH:29][CH:28]=1)=[C:25]=[O:26]. The catalyst is C(Cl)Cl. The product is [F:1][C:2]1[CH:7]=[CH:6][C:5]([F:8])=[CH:4][C:3]=1[C@H:9]1[CH2:13][CH2:12][CH2:11][N:10]1[C:14]1[CH:19]=[CH:18][N:17]2[N:20]=[CH:21][C:22]([NH:23][C:25]([NH:24][C:27]3[CH:32]=[CH:31][CH:30]=[CH:29][CH:28]=3)=[O:26])=[C:16]2[N:15]=1. The yield is 0.870. (2) The reactants are [Br:1][C:2]1[CH:22]=[N:21][C:5]2=[N:6][C:7]([N:12]3[CH2:19][CH:18]4[CH:14]([CH2:15][N:16]([CH3:20])[CH2:17]4)[CH2:13]3)=[C:8]([NH:10][NH2:11])[N:9]=[C:4]2[CH:3]=1.[CH:23](OC)(OC)OC. The catalyst is CCOCC. The product is [Br:1][C:2]1[CH:22]=[N:21][C:5]2[N:6]=[C:7]([N:12]3[CH2:19][CH:18]4[CH:14]([CH2:15][N:16]([CH3:20])[CH2:17]4)[CH2:13]3)[C:8]3[N:9]([CH:23]=[N:11][N:10]=3)[C:4]=2[CH:3]=1. The yield is 0.160. (3) The reactants are [Cl:1][C:2]1[N:7]=[C:6]([NH:8][NH:9][C:10](=[O:30])[C@H:11]([CH2:24][CH:25]2[CH2:29][CH2:28][CH2:27][CH2:26]2)[CH2:12][N:13]([O:16]CC2C=CC=CC=2)[CH:14]=[O:15])[C:5]([F:31])=[C:4]([NH:32][CH:33]2[CH2:38][CH2:37][O:36][CH2:35][CH2:34]2)[N:3]=1. The catalyst is [OH-].[OH-].[Pd+2].CO. The product is [Cl:1][C:2]1[N:7]=[C:6]([NH:8][NH:9][C:10](=[O:30])[C@H:11]([CH2:24][CH:25]2[CH2:26][CH2:27][CH2:28][CH2:29]2)[CH2:12][N:13]([OH:16])[CH:14]=[O:15])[C:5]([F:31])=[C:4]([NH:32][CH:33]2[CH2:38][CH2:37][O:36][CH2:35][CH2:34]2)[N:3]=1. The yield is 0.0900. (4) The reactants are Br[CH2:2][C:3]1[NH:8][C:7]([C:9]2[S:10][CH:11]=[CH:12][N:13]=2)=[N:6][CH:5]([C:14]2[CH:19]=[CH:18][C:17]([F:20])=[CH:16][C:15]=2[Cl:21])[C:4]=1[C:22]([O:24][CH2:25][CH3:26])=[O:23].[NH:27]1[CH2:32][CH2:31][O:30][CH2:29][C@@H:28]1[CH2:33][OH:34]. No catalyst specified. The product is [Cl:21][C:15]1[CH:16]=[C:17]([F:20])[CH:18]=[CH:19][C:14]=1[CH:5]1[C:4]([C:22]([O:24][CH2:25][CH3:26])=[O:23])=[C:3]([CH2:2][N:27]2[CH2:32][CH2:31][O:30][CH2:29][C@@H:28]2[CH2:33][OH:34])[NH:8][C:7]([C:9]2[S:10][CH:11]=[CH:12][N:13]=2)=[N:6]1. The yield is 0.610. (5) The reactants are [CH3:1][O:2][C:3]1[CH:9]=[C:8](B2OC(C)(C)C(C)(C)O2)[CH:7]=[CH:6][C:4]=1[NH2:5].I[C:20]1[CH:21]=[N:22][N:23]([CH2:25][CH2:26][N:27]2[CH2:32][CH2:31][N:30]([CH3:33])[CH2:29][CH2:28]2)[CH:24]=1.C(Cl)Cl.C(=O)([O-])[O-].[Na+].[Na+]. The catalyst is C1COCC1.O.C1C=CC(P(C2C=CC=CC=2)[C-]2C=CC=C2)=CC=1.C1C=CC(P(C2C=CC=CC=2)[C-]2C=CC=C2)=CC=1.Cl[Pd]Cl.[Fe+2]. The product is [CH3:1][O:2][C:3]1[CH:9]=[C:8]([C:20]2[CH:21]=[N:22][N:23]([CH2:25][CH2:26][N:27]3[CH2:28][CH2:29][N:30]([CH3:33])[CH2:31][CH2:32]3)[CH:24]=2)[CH:7]=[CH:6][C:4]=1[NH2:5]. The yield is 0.350. (6) The reactants are Cl[Sn]Cl.[F:4][C:5]1[C:10]([O:11][CH2:12][CH2:13][O:14][CH3:15])=[CH:9][N:8]=[C:7]2[NH:16][CH:17]=[C:18]([N+:19]([O-])=O)[C:6]=12.[OH-].[Na+]. The catalyst is Cl. The product is [F:4][C:5]1[C:10]([O:11][CH2:12][CH2:13][O:14][CH3:15])=[CH:9][N:8]=[C:7]2[NH:16][CH:17]=[C:18]([NH2:19])[C:6]=12. The yield is 0.950.